Dataset: Full USPTO retrosynthesis dataset with 1.9M reactions from patents (1976-2016). Task: Predict the reactants needed to synthesize the given product. Given the product [F:27][C:28]1[CH:33]=[CH:32][C:31]([OH:37])=[C:30]([C:2]2[CH:7]=[C:6]([C:8]([F:11])([F:9])[F:10])[CH:5]=[C:4]([S:12]([NH:15][C:16]3[CH:25]=[CH:24][C:19]([C:20]([O:22][CH3:23])=[O:21])=[C:18]([OH:26])[CH:17]=3)(=[O:13])=[O:14])[CH:3]=2)[CH:29]=1, predict the reactants needed to synthesize it. The reactants are: Br[C:2]1[CH:3]=[C:4]([S:12]([NH:15][C:16]2[CH:25]=[CH:24][C:19]([C:20]([O:22][CH3:23])=[O:21])=[C:18]([OH:26])[CH:17]=2)(=[O:14])=[O:13])[CH:5]=[C:6]([C:8]([F:11])([F:10])[F:9])[CH:7]=1.[F:27][C:28]1[CH:29]=[CH:30][C:31]([OH:37])=[C:32](B(O)O)[CH:33]=1.